From a dataset of NCI-60 drug combinations with 297,098 pairs across 59 cell lines. Regression. Given two drug SMILES strings and cell line genomic features, predict the synergy score measuring deviation from expected non-interaction effect. (1) Drug 2: C1CN(CCN1C(=O)CCBr)C(=O)CCBr. Synergy scores: CSS=26.0, Synergy_ZIP=-1.26, Synergy_Bliss=3.28, Synergy_Loewe=-10.7, Synergy_HSA=2.75. Drug 1: C1=CC=C(C(=C1)C(C2=CC=C(C=C2)Cl)C(Cl)Cl)Cl. Cell line: NCIH23. (2) Drug 1: CCC(=C(C1=CC=CC=C1)C2=CC=C(C=C2)OCCN(C)C)C3=CC=CC=C3.C(C(=O)O)C(CC(=O)O)(C(=O)O)O. Cell line: NCI/ADR-RES. Synergy scores: CSS=2.88, Synergy_ZIP=-1.02, Synergy_Bliss=-1.35, Synergy_Loewe=-9.10, Synergy_HSA=-4.87. Drug 2: C1=NC(=NC(=O)N1C2C(C(C(O2)CO)O)O)N.